From a dataset of Reaction yield outcomes from USPTO patents with 853,638 reactions. Predict the reaction yield, written as a fraction of the theoretical maximum amount of product (1.0 means a 100% yield; for example, 0.34 means a 34% yield). (1) The yield is 0.800. The catalyst is C1COCC1. The product is [CH3:1][O:2][CH2:3][C:4]([CH2:5][O:6][CH3:23])([C:7]([CH3:8])([CH3:9])[CH3:10])[CH2:11][O:12][C:13]([CH:16]([CH3:18])[CH3:17])([CH3:15])[CH3:14]. The reactants are [CH3:1][O:2][CH2:3][C:4]([CH2:11][O:12][C:13]([CH:16]([CH3:18])[CH3:17])([CH3:15])[CH3:14])([C:7]([CH3:10])([CH3:9])[CH3:8])[CH2:5][OH:6].[H-].[Na+].CI.[CH3:23]CCCCC.C(OCC)(=O)C.C(N(CC)CC)C. (2) The reactants are [Br:1][C:2]1[N:3]=[CH:4][NH:5][CH:6]=1.I[C:8]1[CH:13]=[CH:12][CH:11]=[CH:10][CH:9]=1.C(=O)([O-])[O-].[Cs+].[Cs+]. The catalyst is CN(C=O)C.O.C(OCC)(=O)C.[Cu]I.OC1C=CC=C2C=1N=CC=C2. The product is [Br:1][C:2]1[N:3]=[CH:4][N:5]([C:8]2[CH:13]=[CH:12][CH:11]=[CH:10][CH:9]=2)[CH:6]=1. The yield is 0.515. (3) The reactants are Br[C:2]1[S:10][C:9]2[C:4](=[N:5][CH:6]=[CH:7][C:8]=2[O:11][C:12]2[CH:17]=[CH:16][C:15]([N+:18]([O-:20])=[O:19])=[CH:14][C:13]=2[F:21])[CH:3]=1.[OH:22][CH2:23][C:24]1[CH:29]=[CH:28][C:27](B(O)O)=[CH:26][CH:25]=1.C([O-])(O)=O.[Na+].[F-].[Cs+]. The catalyst is COCCOC.O. The product is [F:21][C:13]1[CH:14]=[C:15]([N+:18]([O-:20])=[O:19])[CH:16]=[CH:17][C:12]=1[O:11][C:8]1[CH:7]=[CH:6][N:5]=[C:4]2[CH:3]=[C:2]([C:27]3[CH:28]=[CH:29][C:24]([CH2:23][OH:22])=[CH:25][CH:26]=3)[S:10][C:9]=12. The yield is 0.820. (4) The reactants are [NH2:1][CH2:2][CH2:3][CH2:4][CH2:5][CH2:6][CH2:7][CH2:8][CH2:9][CH2:10][N:11]1[CH2:16][CH2:15][CH:14]([O:17][C:18](=[O:32])[NH:19][C:20]2[CH:25]=[CH:24][CH:23]=[CH:22][C:21]=2[C:26]2[CH:31]=[CH:30][CH:29]=[CH:28][CH:27]=2)[CH2:13][CH2:12]1.O.[Cl:34][C:35]1[CH:43]=[C:42]([OH:44])[CH:41]=[CH:40][C:36]=1[C:37](O)=[O:38]. No catalyst specified. The product is [Cl:34][C:35]1[CH:43]=[C:42]([OH:44])[CH:41]=[CH:40][C:36]=1[C:37]([NH:1][CH2:2][CH2:3][CH2:4][CH2:5][CH2:6][CH2:7][CH2:8][CH2:9][CH2:10][N:11]1[CH2:16][CH2:15][CH:14]([O:17][C:18](=[O:32])[NH:19][C:20]2[CH:25]=[CH:24][CH:23]=[CH:22][C:21]=2[C:26]2[CH:31]=[CH:30][CH:29]=[CH:28][CH:27]=2)[CH2:13][CH2:12]1)=[O:38]. The yield is 0.750. (5) The product is [Br:19][CH2:18][C:15]1[CH:14]=[CH:13][C:12]([C:7]2([C:1]3[CH:6]=[CH:5][CH:4]=[CH:3][CH:2]=3)[O:8][CH2:9][CH2:10][O:11]2)=[CH:17][CH:16]=1. The yield is 0.550. The catalyst is CC(N=NC(C#N)(C)C)(C#N)C.C(Cl)(Cl)(Cl)Cl. The reactants are [C:1]1([C:7]2([C:12]3[CH:17]=[CH:16][C:15]([CH3:18])=[CH:14][CH:13]=3)[O:11][CH2:10][CH2:9][O:8]2)[CH:6]=[CH:5][CH:4]=[CH:3][CH:2]=1.[Br:19]N1C(=O)CCC1=O. (6) The reactants are [H-].[Na+].[CH3:3][NH:4][C:5]1[CH:12]=[CH:11][C:8]([C:9]#[N:10])=[CH:7][N:6]=1.[N:13]1[N:17]2[CH:18]=[CH:19][C:20]([S:22](Cl)(=[O:24])=[O:23])=[CH:21][C:16]2=[CH:15][CH:14]=1. The catalyst is C1COCC1. The product is [C:9]([C:8]1[CH:11]=[CH:12][C:5]([N:4]([CH3:3])[S:22]([C:20]2[CH:19]=[CH:18][N:17]3[N:13]=[CH:14][CH:15]=[C:16]3[CH:21]=2)(=[O:23])=[O:24])=[N:6][CH:7]=1)#[N:10]. The yield is 0.130. (7) The reactants are [CH3:1][O:2][C:3]([C:5]1[C:9]2[CH:10]=[CH:11][C:12]([OH:14])=[CH:13][C:8]=2[O:7][C:6]=1[CH3:15])=[O:4].C(N(CC)CC)C.[F:23][C:24]([F:37])([F:36])[S:25](O[S:25]([C:24]([F:37])([F:36])[F:23])(=[O:27])=[O:26])(=[O:27])=[O:26]. The catalyst is ClCCl. The product is [CH3:1][O:2][C:3]([C:5]1[C:9]2[CH:10]=[CH:11][C:12]([O:14][S:25]([C:24]([F:37])([F:36])[F:23])(=[O:27])=[O:26])=[CH:13][C:8]=2[O:7][C:6]=1[CH3:15])=[O:4]. The yield is 0.900.